Dataset: In vitro SARS-CoV-2 activity screen of 1,480 approved drugs from Prestwick library. Task: Binary Classification. Given a drug SMILES string, predict its activity (active/inactive) in a high-throughput screening assay against a specified biological target. The compound is CCc1ccc(C(=O)C(C)CN2CCCCC2)cc1.Cl. The result is 1 (active).